The task is: Binary Classification. Given a drug SMILES string, predict its activity (active/inactive) in a high-throughput screening assay against a specified biological target.. This data is from M1 muscarinic receptor agonist screen with 61,833 compounds. The drug is O=C1/C(=c2\nc(N3CCN(CC3)Cc3ccccc3)c3c([nH]2)cccc3)C=CC=C1OC. The result is 0 (inactive).